From a dataset of Drug-target binding data from BindingDB using IC50 measurements. Regression. Given a target protein amino acid sequence and a drug SMILES string, predict the binding affinity score between them. We predict pIC50 (pIC50 = -log10(IC50 in M); higher means more potent). Dataset: bindingdb_ic50. (1) The pIC50 is 2.4. The compound is O=P(O)(O)O[C@H]1[C@H](O)[C@@H](O)[C@H](O)[C@@H](O)[C@H]1O. The target protein (P21146) has sequence MADLEAVLADVSYLMAMEKSKATPAARASKKILLPEPSIRSVMQKYLEDRGEVTFEKIFSQKLGYLLFRDFCLKHLEEAKPLVEFYEEIKKYEKLETEEERLVCSREIFDTYIMKELLACSHPFSKSAIEHVQGHLVKKQVPPDLFQPYIEEICQNLRGDVFQKFIESDKFTRFCQWKNVELNIHLTMNDFSVHRIIGRGGFGEVYGCRKADTGKMYAMKCLDKKRIKMKQGETLALNERIMLSLVSTGDCPFIVCMSYAFHTPDKLSFILDLMNGGDLHYHLSQHGVFSEADMRFYAAEIILGLEHMHNRFVVYRDLKPANILLDEHGHVRISDLGLACDFSKKKPHASVGTHGYMAPEVLQKGVAYDSSADWFSLGCMLFKLLRGHSPFRQHKTKDKHEIDRMTLTMAVELPDSFSPELRSLLEGLLQRDVNRRLGCLGRGAQEVKESPFFRSLDWQMVFLQKYPPPLIPPRGEVNAADAFDIGSFDEEDTKGIKLLD.... (2) The small molecule is Nc1nc2c(ncn2[C@@H]2O[C@H](COP(=O)(O)OP(=O)(O)O)[C@@H](O)[C@H]2O)c(=O)[nH]1. The target protein (Q11128) has sequence MDPLGPAKPQWLWRRCLAGLLFQLLVAVCFFSYLRVSRDDATGSPRPGLMAVEPVTGAPNGSRCQDSMATPAHPTLLILLWTWPFNTPVALPRCSEMVPGAADCNITADSSVYPQADAVIVHHWDIMYNPSANLPPPTRPQGQRWIWFSMESPSNCRHLEALDGYFNLTMSYRSDSDIFTPYGWLEPWSGQPAHPPLNLSAKTELVAWAVSNWKPDSARVRYYQSLQAHLKVDVYGRSHKPLPKGTMMETLSRYKFYLAFENSLHPDYITEKLWRNALEAWAVPVVLGPSRSNYERFLPPDAFIHVDDFQSPKDLARYLQELDKDHARYLSYFRWRETLRPRSFSWALAFCKACWKLQQESRYQTVRSIAAWFT. The pIC50 is 4.2.